Dataset: Peptide-MHC class I binding affinity with 185,985 pairs from IEDB/IMGT. Task: Regression. Given a peptide amino acid sequence and an MHC pseudo amino acid sequence, predict their binding affinity value. This is MHC class I binding data. (1) The peptide sequence is EVEHRTRVR. The MHC is HLA-A69:01 with pseudo-sequence HLA-A69:01. The binding affinity (normalized) is 0.0847. (2) The peptide sequence is RQTALFLL. The MHC is HLA-B27:05 with pseudo-sequence HLA-B27:05. The binding affinity (normalized) is 0.474. (3) The peptide sequence is PSRVTGGVFL. The MHC is Patr-A0301 with pseudo-sequence Patr-A0301. The binding affinity (normalized) is 0. (4) The peptide sequence is GSSKGNCAIK. The MHC is HLA-A33:01 with pseudo-sequence HLA-A33:01. The binding affinity (normalized) is 0.0500. (5) The peptide sequence is EVIRATYPS. The MHC is HLA-B18:01 with pseudo-sequence HLA-B18:01. The binding affinity (normalized) is 0.0847.